This data is from NCI-60 drug combinations with 297,098 pairs across 59 cell lines. The task is: Regression. Given two drug SMILES strings and cell line genomic features, predict the synergy score measuring deviation from expected non-interaction effect. Cell line: SW-620. Synergy scores: CSS=17.6, Synergy_ZIP=-3.84, Synergy_Bliss=-2.93, Synergy_Loewe=-5.98, Synergy_HSA=-6.41. Drug 1: C1CN1P(=S)(N2CC2)N3CC3. Drug 2: CC1=C(C=C(C=C1)C(=O)NC2=CC(=CC(=C2)C(F)(F)F)N3C=C(N=C3)C)NC4=NC=CC(=N4)C5=CN=CC=C5.